This data is from Full USPTO retrosynthesis dataset with 1.9M reactions from patents (1976-2016). The task is: Predict the reactants needed to synthesize the given product. (1) Given the product [CH3:19][O:20][CH2:21][CH:22]1[CH2:30][C:29]2[C:24](=[CH:25][CH:26]=[CH:27][CH:28]=2)[N:23]1[C:15](=[O:17])[CH2:14][C:9]1[NH:10][C:11](=[O:13])[CH:12]=[C:7]([N:1]2[CH2:2][CH2:3][O:4][CH2:5][CH2:6]2)[N:8]=1, predict the reactants needed to synthesize it. The reactants are: [N:1]1([C:7]2[N:8]=[C:9]([CH2:14][C:15]([O-:17])=O)[NH:10][C:11](=[O:13])[CH:12]=2)[CH2:6][CH2:5][O:4][CH2:3][CH2:2]1.[Na+].[CH3:19][O:20][CH2:21][CH:22]1[CH2:30][C:29]2[C:24](=[CH:25][CH:26]=[CH:27][CH:28]=2)[NH:23]1.Cl.CN(C)CCCN=C=NCC. (2) The reactants are: C(N(CC)CC)C.Cl[C:9](OC1C=CC([N+]([O-])=O)=CC=1)=[O:10].[C:21]([NH:25][C:26]([C:28]1[CH:32]=[C:31]([C:33]2[CH:38]=[CH:37][C:36]([CH2:39][NH2:40])=[CH:35][N:34]=2)[N:30]([C:41]2[CH:46]=[CH:45][CH:44]=[CH:43][CH:42]=2)[N:29]=1)=[O:27])([CH3:24])([CH3:23])[CH3:22].[NH:47]1[CH2:52][CH2:51][O:50][CH2:49][CH2:48]1. Given the product [C:21]([NH:25][C:26]([C:28]1[CH:32]=[C:31]([C:33]2[N:34]=[CH:35][C:36]([CH2:39][NH:40][C:9]([N:47]3[CH2:52][CH2:51][O:50][CH2:49][CH2:48]3)=[O:10])=[CH:37][CH:38]=2)[N:30]([C:41]2[CH:46]=[CH:45][CH:44]=[CH:43][CH:42]=2)[N:29]=1)=[O:27])([CH3:24])([CH3:22])[CH3:23], predict the reactants needed to synthesize it. (3) The reactants are: Cl.[F:2][C:3]([F:17])([F:16])[C:4]1[CH:9]=[CH:8][CH:7]=[CH:6][C:5]=1[CH:10]1[CH2:15][CH2:14][NH:13][CH2:12][CH2:11]1.CCN(C(C)C)C(C)C.[NH:27]([C:40]([O:42][C:43]([CH3:46])([CH3:45])[CH3:44])=[O:41])[C@@H:28]([C:37](O)=[O:38])[CH2:29][C:30]1[CH:35]=[CH:34][C:33]([Cl:36])=[CH:32][CH:31]=1.C1C=NC2N(O)N=NC=2C=1.C(Cl)CCl. Given the product [Cl:36][C:33]1[CH:34]=[CH:35][C:30]([CH2:29][C@@H:28]([NH:27][C:40]([O:42][C:43]([CH3:46])([CH3:45])[CH3:44])=[O:41])[C:37](=[O:38])[N:13]2[CH2:12][CH2:11][CH:10]([C:5]3[CH:6]=[CH:7][CH:8]=[CH:9][C:4]=3[C:3]([F:2])([F:16])[F:17])[CH2:15][CH2:14]2)=[CH:31][CH:32]=1, predict the reactants needed to synthesize it. (4) Given the product [NH:1]([C:115]([CH3:117])=[O:116])[C@H:2]([C:10]([NH:12][C@H:13]([C:18]([NH:20][C@H:21]([C:26]([NH:28][C@H:29]([C:34]([NH:36][C@H:37]([C:45]([NH:47][C@H:48]([C:53]([NH:55][C@H:56]([C:58]([NH:60][C@H:61]([C:66]([NH:68][C@H:69]([C:77]([NH:79][C@H:80]([C:85]([NH:87][C@H:88]([C:93]([NH:95][C@H:96]([C:101]([NH:103][C@H:104]([C:112]([NH2:114])=[O:113])[CH2:105][CH2:106][CH2:107][NH:108][C:109](=[NH:110])[NH2:111])=[O:102])[CH2:97][CH:98]([CH3:99])[CH3:100])=[O:94])[CH2:89][C:90](=[O:91])[OH:92])=[O:86])[CH2:81][CH:82]([CH3:83])[CH3:84])=[O:78])[CH2:70][CH2:71][CH2:72][NH:73][C:74](=[NH:75])[NH2:76])=[O:67])[CH2:62][CH:63]([CH3:65])[CH3:64])=[O:59])[CH3:57])=[O:54])[CH2:49][CH:50]([CH3:52])[CH3:51])=[O:46])[CH2:38][CH2:39][CH2:40][NH:41][C:42](=[NH:43])[NH2:44])=[O:35])[CH2:30][CH:31]([CH3:33])[CH3:32])=[O:27])[CH2:22][C:23](=[O:24])[OH:25])=[O:19])[CH2:14][CH:15]([CH3:16])[CH3:17])=[O:11])[CH2:3][CH2:4][CH2:5][NH:6][C:7](=[NH:8])[NH2:9].[ClH:146].[ClH:146].[ClH:146].[ClH:146], predict the reactants needed to synthesize it. The reactants are: [NH:1]([C:115]([CH3:117])=[O:116])[C@H:2]([C:10]([NH:12][C@H:13]([C:18]([NH:20][C@H:21]([C:26]([NH:28][C@H:29]([C:34]([NH:36][C@H:37]([C:45]([NH:47][C@H:48]([C:53]([NH:55][C@H:56]([C:58]([NH:60][C@H:61]([C:66]([NH:68][C@H:69]([C:77]([NH:79][C@H:80]([C:85]([NH:87][C@H:88]([C:93]([NH:95][C@H:96]([C:101]([NH:103][C@H:104]([C:112]([NH2:114])=[O:113])[CH2:105][CH2:106][CH2:107][NH:108][C:109](=[NH:111])[NH2:110])=[O:102])[CH2:97][CH:98]([CH3:100])[CH3:99])=[O:94])[CH2:89][C:90](=[O:92])[OH:91])=[O:86])[CH2:81][CH:82]([CH3:84])[CH3:83])=[O:78])[CH2:70][CH2:71][CH2:72][NH:73][C:74](=[NH:76])[NH2:75])=[O:67])[CH2:62][CH:63]([CH3:65])[CH3:64])=[O:59])[CH3:57])=[O:54])[CH2:49][CH:50]([CH3:52])[CH3:51])=[O:46])[CH2:38][CH2:39][CH2:40][NH:41][C:42](=[NH:44])[NH2:43])=[O:35])[CH2:30][CH:31]([CH3:33])[CH3:32])=[O:27])[CH2:22][C:23](=[O:25])[OH:24])=[O:19])[CH2:14][CH:15]([CH3:17])[CH3:16])=[O:11])[CH2:3][CH2:4][CH2:5][NH:6][C:7](=[NH:9])[NH2:8].FC(C(O)=O)(F)F.FC(C(O)=O)(F)F.FC(C(O)=O)(F)F.FC(C(O)=O)(F)F.[ClH:146].C1COCC1.